From a dataset of NCI-60 drug combinations with 297,098 pairs across 59 cell lines. Regression. Given two drug SMILES strings and cell line genomic features, predict the synergy score measuring deviation from expected non-interaction effect. (1) Drug 1: CC(C1=C(C=CC(=C1Cl)F)Cl)OC2=C(N=CC(=C2)C3=CN(N=C3)C4CCNCC4)N. Drug 2: CS(=O)(=O)C1=CC(=C(C=C1)C(=O)NC2=CC(=C(C=C2)Cl)C3=CC=CC=N3)Cl. Cell line: DU-145. Synergy scores: CSS=-0.728, Synergy_ZIP=0.458, Synergy_Bliss=-0.710, Synergy_Loewe=-6.07, Synergy_HSA=-3.85. (2) Drug 1: C1=CN(C=N1)CC(O)(P(=O)(O)O)P(=O)(O)O. Cell line: NCIH23. Drug 2: COC1=C2C(=CC3=C1OC=C3)C=CC(=O)O2. Synergy scores: CSS=10.2, Synergy_ZIP=-4.47, Synergy_Bliss=-1.09, Synergy_Loewe=1.61, Synergy_HSA=1.64. (3) Drug 1: CS(=O)(=O)C1=CC(=C(C=C1)C(=O)NC2=CC(=C(C=C2)Cl)C3=CC=CC=N3)Cl. Drug 2: CN(C)C1=NC(=NC(=N1)N(C)C)N(C)C. Cell line: MCF7. Synergy scores: CSS=-1.31, Synergy_ZIP=-1.04, Synergy_Bliss=0.771, Synergy_Loewe=-6.34, Synergy_HSA=-2.55. (4) Drug 1: C1=CN(C(=O)N=C1N)C2C(C(C(O2)CO)O)O.Cl. Drug 2: C1=NC2=C(N=C(N=C2N1C3C(C(C(O3)CO)O)O)F)N. Cell line: SF-268. Synergy scores: CSS=35.1, Synergy_ZIP=-0.890, Synergy_Bliss=4.03, Synergy_Loewe=-22.4, Synergy_HSA=2.79. (5) Drug 1: C1CCN(CC1)CCOC2=CC=C(C=C2)C(=O)C3=C(SC4=C3C=CC(=C4)O)C5=CC=C(C=C5)O. Drug 2: CC12CCC(CC1=CCC3C2CCC4(C3CC=C4C5=CN=CC=C5)C)O. Cell line: SK-OV-3. Synergy scores: CSS=-0.150, Synergy_ZIP=0.110, Synergy_Bliss=-0.0270, Synergy_Loewe=-1.66, Synergy_HSA=-0.996.